Dataset: Reaction yield outcomes from USPTO patents with 853,638 reactions. Task: Predict the reaction yield, written as a fraction of the theoretical maximum amount of product (1.0 means a 100% yield; for example, 0.34 means a 34% yield). (1) The reactants are [Cl:1][C:2]1[CH:3]=[C:4]([CH:8]2[C:12]([C:15]3[CH:20]=[CH:19][C:18]([Cl:21])=[CH:17][CH:16]=3)([C:13]#[N:14])[CH:11]([CH2:22][C:23]([CH3:26])([CH3:25])[CH3:24])[NH:10][CH:9]2[C:27](O)=[O:28])[CH:5]=[CH:6][CH:7]=1.[NH2:30][CH2:31][C:32]1([CH2:35][OH:36])[CH2:34][CH2:33]1.CN(C(ON1N=NC2C=CC=NC1=2)=[N+](C)C)C.F[P-](F)(F)(F)(F)F.CCN(C(C)C)C(C)C. The catalyst is C(Cl)Cl. The product is [OH:36][CH2:35][C:32]1([CH2:31][NH:30][C:27]([CH:9]2[CH:8]([C:4]3[CH:5]=[CH:6][CH:7]=[C:2]([Cl:1])[CH:3]=3)[C:12]([C:15]3[CH:16]=[CH:17][C:18]([Cl:21])=[CH:19][CH:20]=3)([C:13]#[N:14])[CH:11]([CH2:22][C:23]([CH3:25])([CH3:24])[CH3:26])[NH:10]2)=[O:28])[CH2:34][CH2:33]1. The yield is 0.247. (2) The reactants are COC[O:4][CH:5]([CH2:26][N:27]1[C:32](=[O:33])[CH:31]=[N:30][C:29]2[CH:34]=[CH:35][C:36]([O:38][CH3:39])=[N:37][C:28]1=2)[CH2:6][NH:7][CH2:8][C@@H:9]1[CH2:13][N:12]([C:14]2[CH:15]=[CH:16][C:17]3[O:18][CH2:19][C:20](=[O:24])[NH:21][C:22]=3[N:23]=2)[C:11](=[O:25])[CH2:10]1.Cl. The product is [OH:4][CH:5]([CH2:26][N:27]1[C:32](=[O:33])[CH:31]=[N:30][C:29]2[CH:34]=[CH:35][C:36]([O:38][CH3:39])=[N:37][C:28]1=2)[CH2:6][NH:7][CH2:8][C@@H:9]1[CH2:13][N:12]([C:14]2[CH:15]=[CH:16][C:17]3[O:18][CH2:19][C:20](=[O:24])[NH:21][C:22]=3[N:23]=2)[C:11](=[O:25])[CH2:10]1. The yield is 0.180. The catalyst is CO.O1CCCC1. (3) The reactants are [F:1][C:2]1[CH2:11][CH2:10][C:5]2([O:9][CH2:8][CH2:7][O:6]2)[CH2:4][CH:3]=1. The catalyst is C(OCC)(=O)C.[Pd]. The product is [F:1][CH:2]1[CH2:11][CH2:10][C:5]2([O:6][CH2:7][CH2:8][O:9]2)[CH2:4][CH2:3]1. The yield is 0.370. (4) The reactants are [CH3:1][S:2]([CH2:5][CH2:6][NH2:7])(=[O:4])=[O:3].Cl[C:9]1[N:14]=[C:13]([C:15]2[S:19][C:18]([CH:20]([CH3:22])[CH3:21])=[N:17][C:16]=2[C:23]2[CH:24]=[CH:25][C:26]([F:41])=[C:27]([NH:29][S:30]([C:33]3[CH:38]=[CH:37][C:36]([F:39])=[CH:35][C:34]=3[F:40])(=[O:32])=[O:31])[CH:28]=2)[CH:12]=[CH:11][N:10]=1. The catalyst is C(O)(C)C. The product is [F:40][C:34]1[CH:35]=[C:36]([F:39])[CH:37]=[CH:38][C:33]=1[S:30]([NH:29][C:27]1[CH:28]=[C:23]([C:16]2[N:17]=[C:18]([CH:20]([CH3:21])[CH3:22])[S:19][C:15]=2[C:13]2[CH:12]=[CH:11][N:10]=[C:9]([NH:7][CH2:6][CH2:5][S:2]([CH3:1])(=[O:4])=[O:3])[N:14]=2)[CH:24]=[CH:25][C:26]=1[F:41])(=[O:32])=[O:31]. The yield is 0.450. (5) The reactants are C([O:4][C:5]1[CH:6]=[C:7]2[C:12](=[CH:13][CH:14]=1)[C@@:11]([C:16]([F:19])([F:18])[F:17])([CH3:15])[O:10][CH2:9][CH2:8]2)(=O)C.CO.C(=O)([O-])[O-].[K+].[K+].Cl. The product is [OH:4][C:5]1[CH:6]=[C:7]2[C:12](=[CH:13][CH:14]=1)[C@:11]([CH3:15])([C:16]([F:19])([F:17])[F:18])[O:10][CH2:9][CH2:8]2. The catalyst is O. The yield is 0.930. (6) The product is [CH3:14][NH:13][CH2:12][CH2:11][C:10]1[C:9]2[C:4](=[CH:5][CH:6]=[C:7]([S:21]([C:24]3[CH:29]=[CH:28][CH:27]=[CH:26][CH:25]=3)(=[O:22])=[O:23])[CH:8]=2)[NH:3][C:2]=1[CH3:1]. The reactants are [CH3:1][C:2]1[NH:3][C:4]2[C:9]([C:10]=1[CH2:11][CH2:12][NH:13][C:14](=O)OC(C)(C)C)=[CH:8][C:7]([S:21]([C:24]1[CH:29]=[CH:28][CH:27]=[CH:26][CH:25]=1)(=[O:23])=[O:22])=[CH:6][CH:5]=2.[H-].[H-].[H-].[H-].[Li+].[Al+3]. The catalyst is C1COCC1. The yield is 0.460. (7) The reactants are [NH:1]1[C:5]2[N:6]=[CH:7][CH:8]=[C:9]([C:10]#N)[C:4]=2[CH:3]=[CH:2]1.CC(C[Al]CC(C)C)C.CC(C[AlH]CC(C)C)C.Cl.C([O-])(O)=[O:32].[Na+]. The catalyst is C1COCC1. The product is [NH:1]1[C:5]2[N:6]=[CH:7][CH:8]=[C:9]([CH:10]=[O:32])[C:4]=2[CH:3]=[CH:2]1. The yield is 0.520.